Dataset: TCR-epitope binding with 47,182 pairs between 192 epitopes and 23,139 TCRs. Task: Binary Classification. Given a T-cell receptor sequence (or CDR3 region) and an epitope sequence, predict whether binding occurs between them. (1) The epitope is TFYLTNDVSFL. The TCR CDR3 sequence is CASKDSTYEQYF. Result: 0 (the TCR does not bind to the epitope). (2) The epitope is TPRVTGGGAM. The TCR CDR3 sequence is CASSTVPAAPTDTQYF. Result: 0 (the TCR does not bind to the epitope).